This data is from Reaction yield outcomes from USPTO patents with 853,638 reactions. The task is: Predict the reaction yield, written as a fraction of the theoretical maximum amount of product (1.0 means a 100% yield; for example, 0.34 means a 34% yield). (1) The reactants are [F:1][C:2]1[CH:9]=[CH:8][C:5]([C:6]#[N:7])=[C:4]([C:10]2[N:11]=[N:12][N:13]([CH3:15])[N:14]=2)[CH:3]=1.[ClH:16]. The catalyst is C(O)C.[Pd]. The product is [ClH:16].[F:1][C:2]1[CH:9]=[CH:8][C:5]([CH2:6][NH2:7])=[C:4]([C:10]2[N:11]=[N:12][N:13]([CH3:15])[N:14]=2)[CH:3]=1. The yield is 0.910. (2) The reactants are [CH3:1][C:2]1[N:7]=[C:6]([C:8]2[N:9]=[C:10]3[CH:15]=[CH:14][CH:13]=[CH:12][N:11]3[C:16]=2[C:17]2[CH:22]=[CH:21][N:20]=[C:19]([C:23]3[CH:28]=[CH:27][C:26]([NH2:29])=[CH:25][CH:24]=3)[CH:18]=2)[CH:5]=[CH:4][CH:3]=1.[F:30][C:31]([F:44])([F:43])[S:32](O[S:32]([C:31]([F:44])([F:43])[F:30])(=[O:34])=[O:33])(=[O:34])=[O:33].C(N(CC)CC)C.O. The catalyst is C(Cl)Cl. The product is [CH3:1][C:2]1[N:7]=[C:6]([C:8]2[N:9]=[C:10]3[CH:15]=[CH:14][CH:13]=[CH:12][N:11]3[C:16]=2[C:17]2[CH:22]=[CH:21][N:20]=[C:19]([C:23]3[CH:24]=[CH:25][C:26]([NH:29][S:32]([C:31]([F:44])([F:43])[F:30])(=[O:34])=[O:33])=[CH:27][CH:28]=3)[CH:18]=2)[CH:5]=[CH:4][CH:3]=1. The yield is 0.338. (3) The reactants are Br[C:2]1[C:3]([C:15]2[CH:20]=[CH:19][N:18]=[CH:17][CH:16]=2)=[N:4][N:5]([C:7]2[CH:14]=[CH:13][C:10]([C:11]#[N:12])=[CH:9][N:8]=2)[CH:6]=1.[CH2:21]([O:28]/[N:29]=[C:30]1\[CH2:31][CH2:32][C:33]2[C:38]\1=[CH:37][CH:36]=[C:35](B(O)O)[CH:34]=2)[C:22]1[CH:27]=[CH:26][CH:25]=[CH:24][CH:23]=1.C(=O)([O-])[O-].[K+].[K+]. The catalyst is C(#N)C.O. The product is [CH2:21]([O:28]/[N:29]=[C:30]1\[CH2:31][CH2:32][C:33]2[C:38]\1=[CH:37][CH:36]=[C:35]([C:2]1[C:3]([C:15]3[CH:20]=[CH:19][N:18]=[CH:17][CH:16]=3)=[N:4][N:5]([C:7]3[CH:14]=[CH:13][C:10]([C:11]#[N:12])=[CH:9][N:8]=3)[CH:6]=1)[CH:34]=2)[C:22]1[CH:23]=[CH:24][CH:25]=[CH:26][CH:27]=1. The yield is 0.360.